Dataset: Full USPTO retrosynthesis dataset with 1.9M reactions from patents (1976-2016). Task: Predict the reactants needed to synthesize the given product. The reactants are: C([N:4]1[C:13]([C:14]#[N:15])=[C:12]([C:16]2[CH:21]=[CH:20][CH:19]=[CH:18][CH:17]=2)[C:11]2[C:6](=[CH:7][CH:8]=[C:9]([O:22][CH3:23])[CH:10]=2)[C:5]1=[O:24])C=C.C(N(CC)CC)C.C(O)=O. Given the product [CH3:23][O:22][C:9]1[CH:10]=[C:11]2[C:6](=[CH:7][CH:8]=1)[C:5](=[O:24])[NH:4][C:13]([C:14]#[N:15])=[C:12]2[C:16]1[CH:21]=[CH:20][CH:19]=[CH:18][CH:17]=1, predict the reactants needed to synthesize it.